This data is from Full USPTO retrosynthesis dataset with 1.9M reactions from patents (1976-2016). The task is: Predict the reactants needed to synthesize the given product. (1) Given the product [O:1]=[C:2]([CH3:14])[CH2:3][C:4]1[O:8][N:7]=[C:6]([C:9]([O:11][CH2:12][CH3:13])=[O:10])[CH:5]=1, predict the reactants needed to synthesize it. The reactants are: [OH:1][CH:2]([CH3:14])[CH2:3][C:4]1[O:8][N:7]=[C:6]([C:9]([O:11][CH2:12][CH3:13])=[O:10])[CH:5]=1.CC(C)=O.OS(O)(=O)=O.O=[Cr](=O)=O.CO.O. (2) Given the product [NH2:37][C:33]1[CH:32]=[C:31]([C:2]2[CH:3]=[N:4][N:5]3[CH:10]=[CH:9][C:8]([C:11]([N:13]([C:15]4[CH:20]=[CH:19][C:18]([C:21]#[N:22])=[CH:17][N:16]=4)[CH3:14])=[O:12])=[CH:7][C:6]=23)[CH:36]=[CH:35][N:34]=1, predict the reactants needed to synthesize it. The reactants are: Br[C:2]1[CH:3]=[N:4][N:5]2[CH:10]=[CH:9][C:8]([C:11]([N:13]([C:15]3[CH:20]=[CH:19][C:18]([C:21]#[N:22])=[CH:17][N:16]=3)[CH3:14])=[O:12])=[CH:7][C:6]=12.CC1(C)C(C)(C)OB([C:31]2[CH:36]=[CH:35][N:34]=[C:33]([NH2:37])[CH:32]=2)O1.[O-]P([O-])([O-])=O.[K+].[K+].[K+].